From a dataset of Forward reaction prediction with 1.9M reactions from USPTO patents (1976-2016). Predict the product of the given reaction. (1) Given the reactants [NH:1]1[CH:5]=[CH:4][C:3]([C:6]2[CH:7]=[C:8]([C:12]3[N:17]4[N:18]=[CH:19][C:20]([C:21]([C:23]5[S:24][CH:25]=[CH:26][CH:27]=5)=[O:22])=[C:16]4[N:15]=[CH:14][CH:13]=3)[CH:9]=[CH:10][CH:11]=2)=[N:2]1.Br[CH2:29][C:30]1[CH:35]=[CH:34][CH:33]=[CH:32][N:31]=1, predict the reaction product. The product is: [N:31]1[CH:32]=[CH:33][CH:34]=[CH:35][C:30]=1[CH2:29][N:1]1[CH:5]=[CH:4][C:3]([C:6]2[CH:7]=[C:8]([C:12]3[N:17]4[N:18]=[CH:19][C:20]([C:21]([C:23]5[S:24][CH:25]=[CH:26][CH:27]=5)=[O:22])=[C:16]4[N:15]=[CH:14][CH:13]=3)[CH:9]=[CH:10][CH:11]=2)=[N:2]1. (2) Given the reactants Cl[C:2]1[C:3]2[CH:11]=[C:10]([Cl:12])[N:9]=[CH:8][C:4]=2[N:5]=[CH:6][N:7]=1.[F:13][C:14]1[CH:15]=[C:16]([CH:26]=[CH:27][CH:28]=1)[CH2:17][O:18][C:19]1[CH:25]=[CH:24][C:22]([NH2:23])=[CH:21][CH:20]=1, predict the reaction product. The product is: [Cl:12][C:10]1[N:9]=[CH:8][C:4]2[N:5]=[CH:6][N:7]=[C:2]([NH:23][C:22]3[CH:21]=[CH:20][C:19]([O:18][CH2:17][C:16]4[CH:26]=[CH:27][CH:28]=[C:14]([F:13])[CH:15]=4)=[CH:25][CH:24]=3)[C:3]=2[CH:11]=1.